Dataset: Reaction yield outcomes from USPTO patents with 853,638 reactions. Task: Predict the reaction yield, written as a fraction of the theoretical maximum amount of product (1.0 means a 100% yield; for example, 0.34 means a 34% yield). The reactants are Br[C:2]1[CH:3]=[C:4]([C:8]([C:10]2[CH:15]=[CH:14][C:13]([C:16]([CH3:24])([CH3:23])[O:17][SiH2:18][C:19]([CH3:22])([CH3:21])[CH3:20])=[CH:12][CH:11]=2)=[O:9])[CH:5]=[N:6][CH:7]=1.O.[CH3:26][N:27](C)C=O. The catalyst is C1C=CC([P]([Pd]([P](C2C=CC=CC=2)(C2C=CC=CC=2)C2C=CC=CC=2)([P](C2C=CC=CC=2)(C2C=CC=CC=2)C2C=CC=CC=2)[P](C2C=CC=CC=2)(C2C=CC=CC=2)C2C=CC=CC=2)(C2C=CC=CC=2)C2C=CC=CC=2)=CC=1.[C-]#N.[Zn+2].[C-]#N. The product is [C:19]([SiH2:18][O:17][C:16]([CH3:24])([CH3:23])[C:13]1[CH:14]=[CH:15][C:10]([C:8]([C:4]2[CH:5]=[N:6][CH:7]=[C:2]([CH:3]=2)[C:26]#[N:27])=[O:9])=[CH:11][CH:12]=1)([CH3:22])([CH3:21])[CH3:20]. The yield is 0.630.